From a dataset of Full USPTO retrosynthesis dataset with 1.9M reactions from patents (1976-2016). Predict the reactants needed to synthesize the given product. (1) Given the product [CH3:1][C@H:2]1[C:9]([S:10][C@@H:11]2[CH2:15][NH:14][C@H:13]([C:16]([N:18]([CH3:19])[CH3:20])=[O:17])[CH2:12]2)=[C:8]([C:21]([OH:23])=[O:22])[N:7]2[C@H:3]1[C@@H:4]([C@H:24]([OH:26])[CH3:25])[C:5]2=[O:6].[C:30](=[O:31])([O-:33])[O-:32].[Na+:34].[Na+:34], predict the reactants needed to synthesize it. The reactants are: [CH3:1][C@H:2]1[C:9]([S:10][C@@H:11]2[CH2:15][NH:14][C@H:13]([C:16]([N:18]([CH3:20])[CH3:19])=[O:17])[CH2:12]2)=[C:8]([C:21]([OH:23])=[O:22])[N:7]2[C@H:3]1[C@@H:4]([C@H:24]([OH:26])[CH3:25])[C:5]2=[O:6].O.O.O.[C:30](=[O:33])([O-:32])[O-:31].[Na+:34].[Na+]. (2) Given the product [C:53]([NH:57][C:50](=[O:52])[CH2:49][C:44]1[CH:45]=[CH:46][CH:47]=[CH:48][C:43]=1[C:42]#[C:41][C:40]1[CH:39]=[CH:38][N:37]=[C:36]2[NH:32][CH:33]=[CH:34][C:35]=12)([CH3:56])([CH3:55])[CH3:54], predict the reactants needed to synthesize it. The reactants are: Cl.CN(C)CCCN=C=NCC.ON1C2C=CC=CC=2N=N1.C(N(CC)C(C)C)(C)C.[NH:32]1[C:36]2=[N:37][CH:38]=[CH:39][C:40]([C:41]#[C:42][C:43]3[CH:48]=[CH:47][CH:46]=[CH:45][C:44]=3[CH2:49][C:50]([OH:52])=O)=[C:35]2[CH:34]=[CH:33]1.[C:53]([NH2:57])([CH3:56])([CH3:55])[CH3:54]. (3) Given the product [CH2:1]([C@@H:8]([CH2:12][CH2:13][C@H:14]([CH2:28][C:29]([O:31][C:32]([CH3:35])([CH3:34])[CH3:33])=[O:30])[C:15]([OH:17])=[O:16])[C:9]([OH:11])=[O:10])[C:2]1[CH:7]=[CH:6][CH:5]=[CH:4][CH:3]=1, predict the reactants needed to synthesize it. The reactants are: [CH2:1]([C@@H:8]([CH2:12][CH2:13][C@H:14](CCC(OC(C)(C)C)=O)[C:15]([OH:17])=[O:16])[C:9]([OH:11])=[O:10])[C:2]1[CH:7]=[CH:6][CH:5]=[CH:4][CH:3]=1.Br[CH2:28][C:29]([O:31][C:32]([CH3:35])([CH3:34])[CH3:33])=[O:30]. (4) Given the product [CH2:1]([N:8]([C:9]1[CH:14]=[CH:13][C:12]([O:15][CH2:16][CH2:17][CH2:18][CH2:19][OH:20])=[CH:11][CH:10]=1)[C:34]([NH:33][C:25]1[C:24]([CH:21]([CH3:22])[CH3:23])=[CH:29][CH:28]=[CH:27][C:26]=1[CH:30]([CH3:32])[CH3:31])=[O:35])[C:2]1[CH:3]=[CH:4][CH:5]=[CH:6][CH:7]=1, predict the reactants needed to synthesize it. The reactants are: [CH2:1]([NH:8][C:9]1[CH:14]=[CH:13][C:12]([O:15][CH2:16][CH2:17][CH2:18][CH2:19][OH:20])=[CH:11][CH:10]=1)[C:2]1[CH:7]=[CH:6][CH:5]=[CH:4][CH:3]=1.[CH:21]([C:24]1[CH:29]=[CH:28][CH:27]=[C:26]([CH:30]([CH3:32])[CH3:31])[C:25]=1[N:33]=[C:34]=[O:35])([CH3:23])[CH3:22]. (5) Given the product [C:1]12([C:11]([O:13][CH2:14][CH2:15][NH:16][S:17]([C:20]([F:23])([F:21])[F:22])(=[O:19])=[O:18])=[O:12])[CH2:2][CH:3]3[CH2:4][CH:5]([CH2:6][CH:7]([CH2:9]3)[CH2:8]1)[CH2:10]2.[C:41]1([S+:34]([C:28]2[CH:29]=[CH:30][CH:31]=[CH:32][CH:33]=2)[C:35]2[CH:40]=[CH:39][CH:38]=[CH:37][CH:36]=2)[CH:42]=[CH:43][CH:44]=[CH:45][CH:46]=1, predict the reactants needed to synthesize it. The reactants are: [C:1]12([C:11]([O:13][CH2:14][CH2:15][NH:16][S:17]([C:20]([F:23])([F:22])[F:21])(=[O:19])=[O:18])=[O:12])[CH2:10][CH:5]3[CH2:6][CH:7]([CH2:9][CH:3]([CH2:4]3)[CH2:2]1)[CH2:8]2.O.[OH-].[Na+].[Br-].[C:28]1([S+:34]([C:41]2[CH:46]=[CH:45][CH:44]=[CH:43][CH:42]=2)[C:35]2[CH:40]=[CH:39][CH:38]=[CH:37][CH:36]=2)[CH:33]=[CH:32][CH:31]=[CH:30][CH:29]=1. (6) Given the product [CH3:1][O:2][C:3](=[O:14])[CH2:4][CH2:5][C:6]1[CH:11]=[CH:10][C:9]([S:12][CH2:24][CH2:23][C@@H:22]([OH:21])[CH3:36])=[CH:8][C:7]=1[CH3:13], predict the reactants needed to synthesize it. The reactants are: [CH3:1][O:2][C:3](=[O:14])[CH2:4][CH2:5][C:6]1[CH:11]=[CH:10][C:9]([SH:12])=[CH:8][C:7]=1[CH3:13].C(=O)([O-])[O-].[K+].[K+].[OH:21][C@@H:22]([CH3:36])[CH2:23][CH2:24]OS(C1C=CC(C)=CC=1)(=O)=O. (7) Given the product [C:1]1([C:29]2[CH:34]=[CH:33][CH:32]=[CH:31][CH:30]=2)[CH:2]=[CH:3][C:4]([CH2:7][CH2:8][NH:9][C:10]2[N:18]=[C:17]([Cl:19])[N:16]=[C:15]3[C:11]=2[N:12]=[CH:13][N:14]3[C@H:20]2[C@@H:24]3[O:25][C:37]([CH3:39])([CH3:38])[O:26][C@@H:23]3[C@@H:22]([CH2:27][OH:28])[O:21]2)=[CH:5][CH:6]=1, predict the reactants needed to synthesize it. The reactants are: [C:1]1([C:29]2[CH:34]=[CH:33][CH:32]=[CH:31][CH:30]=2)[CH:6]=[CH:5][C:4]([CH2:7][CH2:8][NH:9][C:10]2[N:18]=[C:17]([Cl:19])[N:16]=[C:15]3[C:11]=2[N:12]=[CH:13][N:14]3[C@H:20]2[C@H:24]([OH:25])[C@H:23]([OH:26])[C@@H:22]([CH2:27][OH:28])[O:21]2)=[CH:3][CH:2]=1.CO[C:37](OC)([CH3:39])[CH3:38].CC1C=CC(S(O)(=O)=O)=CC=1. (8) Given the product [OH:14][C:11]1([C:15]2[CH:16]=[C:17]([C:25]([O:27][CH3:28])=[O:26])[C:18]3[C:23](=[CH:22][CH:21]=[CH:20][CH:19]=3)[CH:24]=2)[CH2:12][CH2:13][N:8]([C:6]([O:5][C:1]([CH3:4])([CH3:2])[CH3:3])=[O:7])[CH2:9][CH2:10]1, predict the reactants needed to synthesize it. The reactants are: [C:1]([O:5][C:6]([N:8]1[CH2:13][CH2:12][C:11]([C:15]2[CH:16]=[C:17]([C:25]([OH:27])=[O:26])[C:18]3[C:23]([CH:24]=2)=[CH:22][CH:21]=[CH:20][CH:19]=3)([OH:14])[CH2:10][CH2:9]1)=[O:7])([CH3:4])([CH3:3])[CH3:2].[CH3:28][Si](C=[N+]=[N-])(C)C.C(O)(=O)C.